From a dataset of Catalyst prediction with 721,799 reactions and 888 catalyst types from USPTO. Predict which catalyst facilitates the given reaction. (1) Reactant: Cl.[F:2][C:3]1[CH:8]=[CH:7][CH:6]=[CH:5][C:4]=1[N:9]1[C:17]2[C:12](=[CH:13][CH:14]=[CH:15][CH:16]=2)[C:11]([O:18][CH:19]2[CH2:24][CH2:23][NH:22][CH2:21][CH2:20]2)=[N:10]1.C(=O)([O-])[O-].[Na+].[Na+].CCOCC.[C:36]([OH:45])(=[O:44])[C@@H:37]([C@H:39]([C:41]([OH:43])=[O:42])[OH:40])[OH:38]. Product: [C:41]([C@@H:39]([C@H:37]([C:36]([OH:45])=[O:44])[OH:38])[OH:40])([OH:43])=[O:42].[F:2][C:3]1[CH:8]=[CH:7][CH:6]=[CH:5][C:4]=1[N:9]1[C:17]2[C:12](=[CH:13][CH:14]=[CH:15][CH:16]=2)[C:11]([O:18][CH:19]2[CH2:24][CH2:23][NH:22][CH2:21][CH2:20]2)=[N:10]1.[C:41]([C@@H:39]([C@H:37]([C:36]([OH:45])=[O:44])[OH:38])[OH:40])([OH:43])=[O:42]. The catalyst class is: 30. (2) Reactant: CCCC[N+](CCCC)(CCCC)CCCC.[F-].C([Si]([O:26][CH2:27][C:28]1[CH:33]=[CH:32][CH:31]=[CH:30][C:29]=1[C:34]([CH:36]1[CH2:39][CH2:38][CH2:37]1)=[CH2:35])(C)C)(C)(C)C.CCOCC.O. Product: [CH:36]1([C:34]([C:29]2[CH:30]=[CH:31][CH:32]=[CH:33][C:28]=2[CH2:27][OH:26])=[CH2:35])[CH2:39][CH2:38][CH2:37]1. The catalyst class is: 1. (3) Reactant: C([O:8][C:9](=[O:37])[C@@H:10]([NH:29][C:30]([O:32][C:33]([CH3:36])([CH3:35])[CH3:34])=[O:31])[CH2:11][CH2:12][C:13]1[N:17]([CH2:18][CH2:19][CH2:20][CH2:21][CH3:22])[C:16]2[CH:23]=[C:24]([Cl:28])[C:25]([Cl:27])=[CH:26][C:15]=2[N:14]=1)C1C=CC=CC=1.[OH-].[Na+]. Product: [C:33]([O:32][C:30]([NH:29][C@@H:10]([CH2:11][CH2:12][C:13]1[N:17]([CH2:18][CH2:19][CH2:20][CH2:21][CH3:22])[C:16]2[CH:23]=[C:24]([Cl:28])[C:25]([Cl:27])=[CH:26][C:15]=2[N:14]=1)[C:9]([OH:37])=[O:8])=[O:31])([CH3:34])([CH3:35])[CH3:36]. The catalyst class is: 36. (4) Reactant: Br[C:2]1[CH:3]=[C:4]([C:7]([OH:9])=[O:8])[S:5][CH:6]=1.C([O-])([O-])=O.[Cs+].[Cs+].[CH3:16][N:17]1[C:21](B2OC(C)(C)C(C)(C)O2)=[CH:20][CH:19]=[N:18]1. Product: [CH3:16][N:17]1[C:21]([C:2]2[CH:3]=[C:4]([C:7]([OH:9])=[O:8])[S:5][CH:6]=2)=[CH:20][CH:19]=[N:18]1. The catalyst class is: 70.